Dataset: Full USPTO retrosynthesis dataset with 1.9M reactions from patents (1976-2016). Task: Predict the reactants needed to synthesize the given product. (1) Given the product [CH3:37][O:36][C:16]1[CH:17]=[C:18]([C:21]2[S:25][C:24]3=[N:26][CH:27]=[C:28]([C:29]4[CH:34]=[N:33][C:32]([NH2:35])=[N:31][CH:30]=4)[N:23]3[N:22]=2)[CH:19]=[CH:20][C:15]=1[O:14][CH:11]1[CH2:12][CH2:13][NH:8][CH2:9][CH2:10]1.[ClH:38], predict the reactants needed to synthesize it. The reactants are: C(OC([N:8]1[CH2:13][CH2:12][CH:11]([O:14][C:15]2[CH:20]=[CH:19][C:18]([C:21]3[S:25][C:24]4=[N:26][CH:27]=[C:28]([C:29]5[CH:30]=[N:31][C:32]([NH2:35])=[N:33][CH:34]=5)[N:23]4[N:22]=3)=[CH:17][C:16]=2[O:36][CH3:37])[CH2:10][CH2:9]1)=O)(C)(C)C.[ClH:38].O1CCOCC1. (2) Given the product [N:1]1[CH:6]=[CH:5][C:4]([N:7]2[CH2:11][CH2:10][C:9]3([CH2:16][CH2:15][N:14]([C:17]([CH:19]4[CH2:20][CH2:21][N:22]([CH2:25][CH2:26][C:27]([OH:29])=[O:28])[CH2:23][CH2:24]4)=[O:18])[CH2:13][CH2:12]3)[CH2:8]2)=[CH:3][CH:2]=1, predict the reactants needed to synthesize it. The reactants are: [N:1]1[CH:6]=[CH:5][C:4]([N:7]2[CH2:11][CH2:10][C:9]3([CH2:16][CH2:15][N:14]([C:17]([CH:19]4[CH2:24][CH2:23][N:22]([CH2:25][CH2:26][C:27]([O:29]CC)=[O:28])[CH2:21][CH2:20]4)=[O:18])[CH2:13][CH2:12]3)[CH2:8]2)=[CH:3][CH:2]=1. (3) Given the product [NH:22]1[CH2:21][CH:20]([C:7]2[CH:8]=[C:9]([N:12]([CH3:19])[CH:13]3[CH2:18][CH2:17][O:16][CH2:15][CH2:14]3)[C:10]([CH3:11])=[C:5]([CH:6]=2)[C:3]([O:2][CH3:1])=[O:4])[CH2:23]1, predict the reactants needed to synthesize it. The reactants are: [CH3:1][O:2][C:3]([C:5]1[CH:6]=[C:7]([CH:20]2[CH2:23][N:22](C(OC(C)(C)C)=O)[CH2:21]2)[CH:8]=[C:9]([N:12]([CH3:19])[CH:13]2[CH2:18][CH2:17][O:16][CH2:15][CH2:14]2)[C:10]=1[CH3:11])=[O:4].C(O)(C(F)(F)F)=O. (4) Given the product [CH3:1][C:2]1[O:3][C:4]([C:9]2[CH2:13][C:12]([C:18]3[CH:23]=[C:22]([Cl:24])[C:21]([Cl:25])=[C:20]([Cl:26])[CH:19]=3)([C:14]([F:16])([F:15])[F:17])[O:11][N:10]=2)=[CH:5][C:6]=1[CH:7]=[O:8], predict the reactants needed to synthesize it. The reactants are: [CH3:1][C:2]1[O:3][C:4]([C:9]2[CH2:13][C:12]([C:18]3[CH:23]=[C:22]([Cl:24])[C:21]([Cl:25])=[C:20]([Cl:26])[CH:19]=3)([C:14]([F:17])([F:16])[F:15])[O:11][N:10]=2)=[CH:5][C:6]=1[CH2:7][OH:8]. (5) Given the product [F:1][C:2]1[CH:7]=[CH:6][C:5](/[CH:8]=[C:9]2/[C:10](=[O:16])[N:11]=[C:12]([N:23]3[CH:19]([CH3:18])[CH2:20][C:21](=[O:24])[NH:22]3)[S:13]/2)=[C:4]([OH:17])[CH:3]=1, predict the reactants needed to synthesize it. The reactants are: [F:1][C:2]1[CH:7]=[CH:6][C:5](/[CH:8]=[C:9]2/[C:10](=[O:16])[N:11]=[C:12](SC)[S:13]/2)=[C:4]([OH:17])[CH:3]=1.[CH3:18][CH:19]1[NH:23][NH:22][C:21](=[O:24])[CH2:20]1.C(OCC)(=O)/C=C/C.C(N(CC)CC)C. (6) Given the product [C:11]([O:19][C@H:20]([CH2:25][CH2:26][CH:27]=[O:28])[CH2:21][C:22]([Br:24])=[CH2:23])(=[O:18])[C:12]1[CH:17]=[CH:16][CH:15]=[CH:14][CH:13]=1, predict the reactants needed to synthesize it. The reactants are: C(Cl)(=O)C(Cl)=O.CS(C)=O.[C:11]([O:19][C@H:20]([CH2:25][CH2:26][CH2:27][OH:28])[CH2:21][C:22]([Br:24])=[CH2:23])(=[O:18])[C:12]1[CH:17]=[CH:16][CH:15]=[CH:14][CH:13]=1.C(N(CC)CC)C. (7) Given the product [CH:11]([C:2]1[S:3][C:4]([C:7]([O:9][CH3:10])=[O:8])=[CH:5][N:6]=1)=[CH2:12], predict the reactants needed to synthesize it. The reactants are: Br[C:2]1[S:3][C:4]([C:7]([O:9][CH3:10])=[O:8])=[CH:5][N:6]=1.[CH2:11]([Sn](CCCC)(CCCC)C=C)[CH2:12]CC.C(C1C=C(C)C=C(C(C)(C)C)C=1O)(C)(C)C.